From a dataset of Reaction yield outcomes from USPTO patents with 853,638 reactions. Predict the reaction yield, written as a fraction of the theoretical maximum amount of product (1.0 means a 100% yield; for example, 0.34 means a 34% yield). The reactants are [Br:1][C:2]1[CH:7]=[C:6]([N+:8]([O-])=O)[CH:5]=[CH:4][C:3]=1[CH3:11].C(O)C.O.O.[Sn](Cl)Cl.C(=O)([O-])[O-].[K+].[K+]. The catalyst is C(OC(=O)C)C. The product is [Br:1][C:2]1[CH:7]=[C:6]([CH:5]=[CH:4][C:3]=1[CH3:11])[NH2:8]. The yield is 1.00.